From a dataset of Reaction yield outcomes from USPTO patents with 853,638 reactions. Predict the reaction yield, written as a fraction of the theoretical maximum amount of product (1.0 means a 100% yield; for example, 0.34 means a 34% yield). (1) The reactants are [CH2:1]([C:3]1[C:11]([C:12]([O:14]CC)=[O:13])=[C:6]2[CH:7]=[CH:8][CH:9]=[CH:10][N:5]2[N:4]=1)[CH3:2].[OH-].[Na+].Cl. The catalyst is CO.O. The product is [CH2:1]([C:3]1[C:11]([C:12]([OH:14])=[O:13])=[C:6]2[CH:7]=[CH:8][CH:9]=[CH:10][N:5]2[N:4]=1)[CH3:2]. The yield is 0.960. (2) The reactants are Cl.[CH3:2][O:3][CH2:4][C@H:5]([NH2:7])[CH3:6].N1C=CC=CC=1.[Cl:14][CH2:15][CH2:16][N:17]=[C:18]=[O:19]. The catalyst is C1COCC1. The product is [Cl:14][CH2:15][CH2:16][NH:17][C:18]([NH:7][C@@H:5]([CH3:6])[CH2:4][O:3][CH3:2])=[O:19]. The yield is 0.500. (3) The reactants are [Cl:1][S:2]([OH:5])(=O)=[O:3].[F:6][C:7]([F:23])([F:22])[C:8]([N:10]1[CH2:15][CH2:14][CH:13]([C:16]2[CH:21]=[CH:20][CH:19]=[CH:18][CH:17]=2)[CH2:12][CH2:11]1)=[O:9]. The catalyst is CCOC(C)=O. The product is [F:23][C:7]([F:6])([F:22])[C:8]([N:10]1[CH2:15][CH2:14][CH:13]([C:16]2[CH:21]=[CH:20][C:19]([S:2]([Cl:1])(=[O:5])=[O:3])=[CH:18][CH:17]=2)[CH2:12][CH2:11]1)=[O:9]. The yield is 0.940. (4) The reactants are [H-].[Na+].[OH:3][C:4]1[CH:5]=[C:6]2[C:10](=[CH:11][CH:12]=1)[C:9](=[O:13])[NH:8][CH2:7]2.F[C:15]1[CH:20]=[CH:19][C:18]([N+:21]([O-:23])=[O:22])=[CH:17][CH:16]=1.O. The catalyst is CN(C=O)C. The yield is 0.890. The product is [C:9]1(=[O:13])[C:10]2[C:6](=[CH:5][C:4]([O:3][C:15]3[CH:20]=[CH:19][C:18]([N+:21]([O-:23])=[O:22])=[CH:17][CH:16]=3)=[CH:12][CH:11]=2)[CH2:7][NH:8]1. (5) The reactants are [NH:1]1[CH:5]=[C:4]([C:6]([OH:8])=[O:7])[N:3]=[CH:2]1.S(=O)(=O)(O)O.[CH3:14]O. No catalyst specified. The product is [CH3:14][O:7][C:6]([C:4]1[N:3]=[CH:2][NH:1][CH:5]=1)=[O:8]. The yield is 0.890. (6) The reactants are [F:1][C:2]1[CH:31]=[CH:30][C:5]([CH2:6][N:7]2[CH2:11][CH2:10][N:9]([C:12]3[CH:16]=[C:15]([C:17]([O-:19])=[O:18])[N:14]([CH2:20][C:21]4[CH:26]=[CH:25][C:24]([O:27][CH3:28])=[CH:23][CH:22]=4)[N:13]=3)[C:8]2=[O:29])=[CH:4][CH:3]=1.[OH-].[Na+]. The catalyst is C(O)C. The product is [F:1][C:2]1[CH:3]=[CH:4][C:5]([CH2:6][N:7]2[CH2:11][CH2:10][N:9]([C:12]3[CH:16]=[C:15]([C:17]([OH:19])=[O:18])[N:14]([CH2:20][C:21]4[CH:26]=[CH:25][C:24]([O:27][CH3:28])=[CH:23][CH:22]=4)[N:13]=3)[C:8]2=[O:29])=[CH:30][CH:31]=1. The yield is 0.830.